Dataset: Forward reaction prediction with 1.9M reactions from USPTO patents (1976-2016). Task: Predict the product of the given reaction. (1) Given the reactants C(O[C:6]([N:8]1[CH2:12][CH2:11][CH2:10][C@@H:9]1[CH2:13][C:14](O)=[O:15])=O)(C)(C)C.[H-].[Al+3].[Li+].[H-].[H-].[H-].O, predict the reaction product. The product is: [CH3:6][N:8]1[CH2:12][CH2:11][CH2:10][C@@H:9]1[CH2:13][CH2:14][OH:15]. (2) Given the reactants [CH3:1][O:2][C:3](=[O:13])[CH2:4][CH2:5][CH2:6][CH2:7][CH2:8][CH2:9][CH:10]=[CH:11][CH3:12].[O-:14][Mn](=O)(=O)=O.[K+].[OH2:20], predict the reaction product. The product is: [C:3]([OH:2])(=[O:13])[CH2:4][CH2:5][CH2:6][CH2:7][CH2:8][CH2:9][C:10]([OH:14])=[O:20].[CH3:1][O:2][C:3](=[O:13])[CH2:4][CH2:5][CH2:6][CH2:7][CH2:8][CH2:9][CH:10]=[CH:11][CH3:12]. (3) Given the reactants C(C1[CH:5]=[C:6]([C:9]([NH:11][C@H:12]([CH2:21][C:22]2[CH:27]=[CH:26][C:25]([C:28]3[CH:33]=[C:32]([Cl:34])[CH:31]=[CH:30][C:29]=3[F:35])=[CH:24][CH:23]=2)[CH2:13][C@:14]([CH2:19][NH2:20])([CH3:18])[C:15]([OH:17])=[O:16])=[O:10])[NH:7][N:8]=1)(=O)C.Cl.[N:37]1C=C(C(O)=O)NN=1.CN(C(ON1N=NC2C=CC=NC1=2)=[N+](C)C)C.F[P-](F)(F)(F)(F)F.CCN(C(C)C)C(C)C, predict the reaction product. The product is: [Cl:34][C:32]1[CH:31]=[CH:30][C:29]([F:35])=[C:28]([C:25]2[CH:26]=[CH:27][C:22]([CH2:21][CH:12]([NH:11][C:9]([C:6]3[NH:7][N:8]=[N:37][CH:5]=3)=[O:10])[CH2:13][C@@:14]([C:19]#[N:20])([CH3:18])[C:15]([OH:17])=[O:16])=[CH:23][CH:24]=2)[CH:33]=1. (4) Given the reactants [C:1]([O:5][C@@H:6]([C:11]1[C:40]([CH3:41])=[CH:39][C:38]2=[N:42][C:35]3=[CH:36][N:37]2[C:12]=1[N:13]1[CH2:48][CH2:47][C:16]([CH3:49])([O:17][CH2:18][CH2:19][CH2:20][CH2:21][C@H:22]([CH3:46])[O:23][C:24]2[CH:25]=[C:26]([CH3:45])[C:27]([CH3:44])=[CH:28][C:29]=2[C:30]2[CH:43]=[C:34]3[CH:33]=[CH:32][CH:31]=2)[CH2:15][CH2:14]1)[C:7]([O:9]C)=[O:8])([CH3:4])([CH3:3])[CH3:2].C(O[C@@H](C1C(C)=CC2=NC3=C([Cl:91])N2C=1N1CCC(C)(OCCCC[C@H](C)OC2C=CC(C)=CC=2C2C=C3C=CC=2)CC1)C(O)=O)(C)(C)C, predict the reaction product. The product is: [C:1]([O:5][C@@H:6]([C:11]1[C:40]([CH3:41])=[CH:39][C:38]2=[N:42][C:35]3=[C:36]([Cl:91])[N:37]2[C:12]=1[N:13]1[CH2:48][CH2:47][C:16]([CH3:49])([O:17][CH2:18][CH2:19][CH2:20][CH2:21][C@H:22]([CH3:46])[O:23][C:24]2[CH:25]=[C:26]([CH3:45])[C:27]([CH3:44])=[CH:28][C:29]=2[C:30]2[CH:43]=[C:34]3[CH:33]=[CH:32][CH:31]=2)[CH2:15][CH2:14]1)[C:7]([OH:9])=[O:8])([CH3:4])([CH3:3])[CH3:2]. (5) Given the reactants [C:1]([O:5][C:6]([NH:8][CH:9]([C:28](=[O:32])[N:29]([CH3:31])[CH3:30])[CH2:10][C:11]1[CH:16]=[CH:15][C:14]([C:17]2[CH:22]=[CH:21][C:20]([CH2:23][CH2:24][C:25]([OH:27])=O)=[CH:19][CH:18]=2)=[CH:13][CH:12]=1)=[O:7])([CH3:4])([CH3:3])[CH3:2].C([N:35](CC)CC)C.CN([P+](ON1N=NC2C=CC=CC1=2)(N(C)C)N(C)C)C.F[P-](F)(F)(F)(F)F, predict the reaction product. The product is: [C:1]([O:5][C:6](=[O:7])[NH:8][CH:9]([C:28](=[O:32])[N:29]([CH3:31])[CH3:30])[CH2:10][C:11]1[CH:16]=[CH:15][C:14]([C:17]2[CH:22]=[CH:21][C:20]([CH2:23][CH2:24][C:25](=[O:27])[NH2:35])=[CH:19][CH:18]=2)=[CH:13][CH:12]=1)([CH3:2])([CH3:4])[CH3:3]. (6) Given the reactants [CH3:1][N:2]1[CH:6]=[C:5]([CH:7]=[N:8]O)[CH:4]=[N:3]1.[N-:10]=[N+:11]=[N-:12].[Na+], predict the reaction product. The product is: [CH3:1][N:2]1[CH:6]=[C:5]([C:7]2[N:8]=[N:10][NH:11][N:12]=2)[CH:4]=[N:3]1. (7) Given the reactants [CH:1]1[C:10]2[C:5](=[CH:6][CH:7]=[CH:8][CH:9]=2)[CH:4]=[CH:3][C:2]=1[C@H:11]([NH2:13])[CH3:12].ClC1N=C(Cl)C(F)=CN=1.C(=O)([O-])[O-].[Cs+].[Cs+].O, predict the reaction product. The product is: [CH:1]1[C:10]2[C:5](=[CH:6][CH:7]=[CH:8][CH:9]=2)[CH:4]=[CH:3][C:2]=1[CH:11]([NH2:13])[CH3:12]. (8) Given the reactants [C:1]([O:5][C:6]([N:8]1[C@@H:13]([C@@H:14]([OH:28])[C@@H:15]([N+:25]([O-])=O)[CH2:16][C:17]2[CH:22]=[C:21]([F:23])[CH:20]=[C:19]([Br:24])[CH:18]=2)[CH2:12][O:11][C@@H:10]([O:29][CH2:30][C:31]([CH3:34])([CH3:33])[CH3:32])[C@@H:9]1[CH3:35])=[O:7])([CH3:4])([CH3:3])[CH3:2], predict the reaction product. The product is: [C:1]([O:5][C:6]([N:8]1[C@@H:13]([C@@H:14]([OH:28])[C@@H:15]([NH2:25])[CH2:16][C:17]2[CH:22]=[C:21]([F:23])[CH:20]=[C:19]([Br:24])[CH:18]=2)[CH2:12][O:11][C@@H:10]([O:29][CH2:30][C:31]([CH3:34])([CH3:33])[CH3:32])[C@@H:9]1[CH3:35])=[O:7])([CH3:2])([CH3:4])[CH3:3].